Dataset: Full USPTO retrosynthesis dataset with 1.9M reactions from patents (1976-2016). Task: Predict the reactants needed to synthesize the given product. (1) Given the product [Cl:1][C:2]1[CH:3]=[CH:4][C:5]([S:8]([N:11]2[C@H:12]([C:22]3[CH:23]=[CH:24][CH:25]=[CH:26][CH:27]=3)[CH2:13][CH2:14][C@@H:15]2[CH2:16][OH:17])(=[O:9])=[O:10])=[CH:6][CH:7]=1, predict the reactants needed to synthesize it. The reactants are: [Cl:1][C:2]1[CH:7]=[CH:6][C:5]([S:8]([N:11]2[C@H:15]([CH2:16][O:17][Si](C)(C)C)[CH2:14][CH2:13][C@@H:12]2[C:22]2[CH:27]=[CH:26][CH:25]=[CH:24][CH:23]=2)(=[O:10])=[O:9])=[CH:4][CH:3]=1.C([O-])([O-])=O.[K+].[K+]. (2) Given the product [Br:21][CH2:1][C:2]1[C:3]([C:15]2[CH:20]=[CH:19][CH:18]=[CH:17][CH:16]=2)=[N:4][C:5]2[C:10]([C:11]=1[C:12]([OH:14])=[O:13])=[CH:9][CH:8]=[CH:7][CH:6]=2.[C:23]1(=[O:28])[NH:22][C:26](=[O:27])[CH2:25][CH2:24]1.[Cl:29][CH2:30][C:31]1[C:3]([C:15]2[CH:20]=[CH:19][CH:18]=[CH:17][CH:16]=2)=[N:4][C:5]2[C:10]([C:11]=1[C:12]([OH:14])=[O:13])=[CH:9][CH:8]=[CH:7][CH:6]=2, predict the reactants needed to synthesize it. The reactants are: [CH3:1][C:2]1[C:3]([C:15]2[CH:20]=[CH:19][CH:18]=[CH:17][CH:16]=2)=[N:4][C:5]2[C:10]([C:11]=1[C:12]([OH:14])=[O:13])=[CH:9][CH:8]=[CH:7][CH:6]=2.[Br:21][N:22]1[C:26](=[O:27])[CH2:25][CH2:24][C:23]1=[O:28].[Cl:29][CH2:30][CH2:31]Cl. (3) Given the product [NH2:2][C:3]1[N:8]=[C:7]([N:12]([CH3:13])[CH3:11])[CH:6]=[C:5]([OH:10])[N:4]=1, predict the reactants needed to synthesize it. The reactants are: O.[NH2:2][C:3]1[N:8]=[C:7](Cl)[CH:6]=[C:5]([OH:10])[N:4]=1.[CH3:11][NH:12][CH3:13]. (4) Given the product [NH2:16][CH2:17][C:18]1[CH:23]=[CH:22][C:21]([CH2:24][NH:25][C:9](=[O:10])[O:11][C:12]([CH3:13])([CH3:14])[CH3:15])=[CH:20][CH:19]=1, predict the reactants needed to synthesize it. The reactants are: O([C:9]([O:11][C:12]([CH3:15])([CH3:14])[CH3:13])=[O:10])[C:9]([O:11][C:12]([CH3:15])([CH3:14])[CH3:13])=[O:10].[NH2:16][CH2:17][C:18]1(C)[CH:23]=[CH:22][C:21]([CH2:24][NH2:25])=[CH:20][CH:19]1C. (5) The reactants are: [I:1][C:2]1[CH:7]=[CH:6][CH:5]=[CH:4][C:3]=1[OH:8].C(=O)([O-])[O-].[K+].[K+].[CH2:15](Br)[C:16]1[CH:21]=[CH:20][CH:19]=[CH:18][CH:17]=1.CCCCCCC.CCOC(C)=O. Given the product [CH2:15]([O:8][C:3]1[CH:4]=[CH:5][CH:6]=[CH:7][C:2]=1[I:1])[C:16]1[CH:21]=[CH:20][CH:19]=[CH:18][CH:17]=1, predict the reactants needed to synthesize it. (6) Given the product [CH:1]1([N:4]([CH3:28])[C:5]2[C:6]([C:19]3[CH:20]=[C:21]4[C:25](=[CH:26][CH:27]=3)[NH:24][CH:23]=[CH:22]4)=[N:7][C:8]3[C:13]([N:14]=2)=[CH:12][C:11]([C:15]([OH:17])=[O:16])=[CH:10][CH:9]=3)[CH2:2][CH2:3]1, predict the reactants needed to synthesize it. The reactants are: [CH:1]1([N:4]([CH3:28])[C:5]2[C:6]([C:19]3[CH:20]=[C:21]4[C:25](=[CH:26][CH:27]=3)[NH:24][CH:23]=[CH:22]4)=[N:7][C:8]3[C:13]([N:14]=2)=[CH:12][C:11]([C:15]([O:17]C)=[O:16])=[CH:10][CH:9]=3)[CH2:3][CH2:2]1.[OH-].[Na+]. (7) Given the product [CH:32]1([NH:37][C:38]([NH:16][C:8]([C:5]2[CH:6]=[CH:7][C:2]([F:1])=[C:3]([C:28]([F:31])([F:29])[F:30])[CH:4]=2)([C:17]2[CH:22]=[C:21]([C:23]([F:24])([F:25])[F:26])[CH:20]=[C:19]([F:27])[CH:18]=2)[CH2:9][C:10]2[CH:15]=[CH:14][CH:13]=[CH:12][CH:11]=2)=[O:39])[CH2:36][CH2:35][CH2:34][CH2:33]1, predict the reactants needed to synthesize it. The reactants are: [F:1][C:2]1[CH:7]=[CH:6][C:5]([C:8]([C:17]2[CH:22]=[C:21]([C:23]([F:26])([F:25])[F:24])[CH:20]=[C:19]([F:27])[CH:18]=2)([NH2:16])[CH2:9][C:10]2[CH:15]=[CH:14][CH:13]=[CH:12][CH:11]=2)=[CH:4][C:3]=1[C:28]([F:31])([F:30])[F:29].[CH:32]1([N:37]=[C:38]=[O:39])[CH2:36][CH2:35][CH2:34][CH2:33]1. (8) Given the product [C:9]([O:13][C:14]([N:16]1[C:24]2[CH:23]=[C:22]([Br:1])[N:21]=[CH:20][C:19]=2[C:18]([CH3:27])([CH3:26])[CH2:17]1)=[O:15])([CH3:12])([CH3:11])[CH3:10], predict the reactants needed to synthesize it. The reactants are: [Br:1]C1C=C(N)C=CN=1.[C:9]([O:13][C:14]([N:16]1[C:24]2[CH:23]=[C:22](Cl)[N:21]=[CH:20][C:19]=2[C:18]([CH3:27])([CH3:26])[CH2:17]1)=[O:15])([CH3:12])([CH3:11])[CH3:10].C(C)(C)C.BrC1C=C(N)C(I)=CN=1.BrC1C=C(NCC(C)=C)C(I)=CN=1.BrC1N=CC2C(C)(C)CNC=2C=1. (9) Given the product [Br:1][C:2]1[CH:7]=[CH:6][CH:5]=[C:4]([CH3:8])[N+:3]=1[O-:13], predict the reactants needed to synthesize it. The reactants are: [Br:1][C:2]1[CH:7]=[CH:6][CH:5]=[C:4]([CH3:8])[N:3]=1.[H][H].C(O)(=[O:13])C. (10) Given the product [Cl:1][C:2]1[CH:3]=[C:4]([CH:12]([NH:16][CH3:15])[CH3:13])[CH:5]=[C:6]([C:8]([F:11])([F:10])[F:9])[CH:7]=1, predict the reactants needed to synthesize it. The reactants are: [Cl:1][C:2]1[CH:3]=[C:4]([C:12](=O)[CH3:13])[CH:5]=[C:6]([C:8]([F:11])([F:10])[F:9])[CH:7]=1.[CH3:15][NH2:16].[BH4-].[Na+].O.